From a dataset of Forward reaction prediction with 1.9M reactions from USPTO patents (1976-2016). Predict the product of the given reaction. (1) Given the reactants Cl[C:2]1[N:7]=[CH:6][C:5]([OH:8])=[CH:4][C:3]=1[F:9].N.Cl.[CH3:12][N:13](C)C(=O)C, predict the reaction product. The product is: [C:12]([C:2]1[N:7]=[CH:6][C:5]([OH:8])=[CH:4][C:3]=1[F:9])#[N:13]. (2) Given the reactants [NH2:1][C:2]([C:4]1[CH:5]=[C:6](Br)[CH:7]=[C:8]2[C:12]=1[NH:11][CH:10]=[C:9]2[CH:13]1[CH2:18][CH2:17][N:16]([C:19]([O:21][C:22]([CH3:25])([CH3:24])[CH3:23])=[O:20])[CH2:15][CH2:14]1)=[O:3].[CH3:27][C:28]([C:31]1[CH:36]=[CH:35][C:34](B(O)O)=[CH:33][CH:32]=1)([CH3:30])[CH3:29].C(=O)([O-])[O-].[K+].[K+], predict the reaction product. The product is: [NH2:1][C:2]([C:4]1[CH:5]=[C:6]([C:34]2[CH:35]=[CH:36][C:31]([C:28]([CH3:30])([CH3:29])[CH3:27])=[CH:32][CH:33]=2)[CH:7]=[C:8]2[C:12]=1[NH:11][CH:10]=[C:9]2[CH:13]1[CH2:18][CH2:17][N:16]([C:19]([O:21][C:22]([CH3:25])([CH3:24])[CH3:23])=[O:20])[CH2:15][CH2:14]1)=[O:3].